The task is: Regression. Given a peptide amino acid sequence and an MHC pseudo amino acid sequence, predict their binding affinity value. This is MHC class II binding data.. This data is from Peptide-MHC class II binding affinity with 134,281 pairs from IEDB. (1) The peptide sequence is KVTAKGVSEANTCAA. The MHC is HLA-DPA10103-DPB10301 with pseudo-sequence HLA-DPA10103-DPB10301. The binding affinity (normalized) is 0. (2) The MHC is HLA-DPA10301-DPB10402 with pseudo-sequence HLA-DPA10301-DPB10402. The peptide sequence is KWHKHYLVCNYGPSG. The binding affinity (normalized) is 0.222. (3) The peptide sequence is AAATAGTTVYQAFAA. The MHC is HLA-DQA10501-DQB10301 with pseudo-sequence HLA-DQA10501-DQB10301. The binding affinity (normalized) is 0.514. (4) The peptide sequence is GGSCPKPHRLTNKGI. The MHC is DRB1_0101 with pseudo-sequence DRB1_0101. The binding affinity (normalized) is 0.0221. (5) The peptide sequence is KGTSYKICTDKMFFV. The MHC is DRB1_1302 with pseudo-sequence DRB1_1302. The binding affinity (normalized) is 0.171. (6) The peptide sequence is SERPAIVPPADKYRT. The MHC is HLA-DPA10103-DPB10401 with pseudo-sequence HLA-DPA10103-DPB10401. The binding affinity (normalized) is 0. (7) The peptide sequence is VAVSIKMKLVSISNF. The MHC is H-2-IAb with pseudo-sequence H-2-IAb. The binding affinity (normalized) is 0. (8) The peptide sequence is GLDFNQVSLVQRILR. The MHC is DRB1_0101 with pseudo-sequence DRB1_0101. The binding affinity (normalized) is 0.736.